Task: Predict the product of the given reaction.. Dataset: Forward reaction prediction with 1.9M reactions from USPTO patents (1976-2016) (1) Given the reactants CS(C)=O.C(Cl)(=O)C(Cl)=O.N#N.C(Cl)(Cl)Cl.[CH2:17]([O:57][CH:58]1[C@H:62]2[C@H:63]([O:83][Si:84]([C:87]([CH3:90])([CH3:89])[CH3:88])([CH3:86])[CH3:85])[N:64]([C:75]([O:77][CH2:78][C:79]([Cl:82])([Cl:81])[Cl:80])=[O:76])[C:65]3[CH:72]=[CH:71][C:70]([O:73][CH3:74])=[CH:69][C:66]=3[C:67](=[O:68])[N:61]2[CH2:60][C@H:59]1[OH:91])[CH2:18][CH2:19][CH2:20][CH2:21][O:22][CH:23]1[C@H:27]2[C@H:28]([O:48][Si:49]([C:52]([CH3:55])([CH3:54])[CH3:53])([CH3:51])[CH3:50])[N:29]([C:40]([O:42][CH2:43][C:44]([Cl:47])([Cl:46])[Cl:45])=[O:41])[C:30]3[CH:37]=[CH:36][C:35]([O:38][CH3:39])=[CH:34][C:31]=3[C:32](=[O:33])[N:26]2[CH2:25][C@H:24]1[OH:56], predict the reaction product. The product is: [CH2:21]([O:22][CH:23]1[C@H:27]2[C@H:28]([O:48][Si:49]([C:52]([CH3:55])([CH3:54])[CH3:53])([CH3:51])[CH3:50])[N:29]([C:40]([O:42][CH2:43][C:44]([Cl:45])([Cl:47])[Cl:46])=[O:41])[C:30]3[CH:37]=[CH:36][C:35]([O:38][CH3:39])=[CH:34][C:31]=3[C:32](=[O:33])[N:26]2[CH2:25][C:24]1=[O:56])[CH2:20][CH2:19][CH2:18][CH2:17][O:57][CH:58]1[C@H:62]2[C@H:63]([O:83][Si:84]([C:87]([CH3:88])([CH3:89])[CH3:90])([CH3:85])[CH3:86])[N:64]([C:75]([O:77][CH2:78][C:79]([Cl:82])([Cl:81])[Cl:80])=[O:76])[C:65]3[CH:72]=[CH:71][C:70]([O:73][CH3:74])=[CH:69][C:66]=3[C:67](=[O:68])[N:61]2[CH2:60][C:59]1=[O:91]. (2) The product is: [F:18][C:19]1[CH:24]=[CH:23][C:22]([C@H:25]([NH:27][C@H:13]2[CH2:14][CH2:15][C@@H:11]([C:8]3[CH:7]=[N:6][C:5]([S:2]([CH3:1])(=[O:4])=[O:3])=[N:10][CH:9]=3)[CH2:12]2)[CH3:26])=[CH:21][C:20]=1[O:28][CH3:29]. Given the reactants [CH3:1][S:2]([C:5]1[N:10]=[CH:9][C:8]([C@@H:11]2[CH2:15][CH2:14][C:13](=O)[CH2:12]2)=[CH:7][N:6]=1)(=[O:4])=[O:3].Cl.[F:18][C:19]1[CH:24]=[CH:23][C:22]([C@H:25]([NH2:27])[CH3:26])=[CH:21][C:20]=1[O:28][CH3:29], predict the reaction product. (3) Given the reactants [N:1]1([C:6]2[CH:40]=[CH:39][C:9]([CH2:10][C:11]3[C:12](Cl)=[N:13][C:14]4[C:19]([C:20]=3[Cl:21])=[CH:18][C:17]([C:22]([C:30]3[CH:35]=[CH:34][C:33]([Cl:36])=[CH:32][CH:31]=3)([C:24]3[N:28]([CH3:29])[CH:27]=[N:26][CH:25]=3)[OH:23])=[CH:16][C:15]=4[CH3:37])=[CH:8][CH:7]=2)[CH:5]=[CH:4][CH:3]=[N:2]1.[CH3:41][S:42]([OH:44])=[O:43], predict the reaction product. The product is: [Cl:21][C:20]1[C:19]2[C:14](=[C:15]([CH3:37])[CH:16]=[C:17]([C:22]([C:30]3[CH:35]=[CH:34][C:33]([Cl:36])=[CH:32][CH:31]=3)([C:24]3[N:28]([CH3:29])[CH:27]=[N:26][CH:25]=3)[OH:23])[CH:18]=2)[N:13]=[C:12]([S:42]([CH3:41])(=[O:44])=[O:43])[C:11]=1[CH2:10][C:9]1[CH:39]=[CH:40][C:6]([N:1]2[CH:5]=[CH:4][CH:3]=[N:2]2)=[CH:7][CH:8]=1. (4) Given the reactants [C:1]([C:5]1[O:9][N:8]=[C:7]([NH:10][C:11](=[O:39])[NH:12][C:13]2[CH:18]=[CH:17][C:16]([C:19]3[N:20]=[C:21]4[N:25]([CH:26]=3)[C:24]3[CH:27]=[CH:28][C:29]([O:31][C:32]([C@@H:34]5CCC[NH:35]5)=[O:33])=[CH:30][C:23]=3[S:22]4)=[CH:15][CH:14]=2)[CH:6]=1)([CH3:4])([CH3:3])[CH3:2].ON1C(=O)[CH2:44][CH2:43][C:42]1=O.C(N1CCC[C@H]1C(O)=O)(OC(C)(C)C)=O, predict the reaction product. The product is: [C:1]([C:5]1[O:9][N:8]=[C:7]([NH:10][C:11](=[O:39])[NH:12][C:13]2[CH:18]=[CH:17][C:16]([C:19]3[N:20]=[C:21]4[N:25]([CH:26]=3)[C:24]3[CH:27]=[CH:28][C:29]([O:31][C:32](=[O:33])[C@H:34]([NH2:35])[CH:43]([CH3:44])[CH3:42])=[CH:30][C:23]=3[S:22]4)=[CH:15][CH:14]=2)[CH:6]=1)([CH3:4])([CH3:2])[CH3:3]. (5) Given the reactants C([O:8][C:9](=[O:34])[C@H:10]([N:20]([CH2:28][C:29]([O:31][CH2:32][CH3:33])=[O:30])[C:21]([O:23][C:24]([CH3:27])([CH3:26])[CH3:25])=[O:22])[CH2:11][C:12]1[CH:17]=[CH:16][C:15]([O:18][CH3:19])=[CH:14][CH:13]=1)C1C=CC=CC=1, predict the reaction product. The product is: [CH2:32]([O:31][C:29]([CH2:28][N:20]([C:21]([O:23][C:24]([CH3:25])([CH3:27])[CH3:26])=[O:22])[C@H:10]([CH2:11][C:12]1[CH:13]=[CH:14][C:15]([O:18][CH3:19])=[CH:16][CH:17]=1)[C:9]([OH:34])=[O:8])=[O:30])[CH3:33]. (6) Given the reactants [F:1][C:2]([F:7])([F:6])[C:3]([OH:5])=[O:4].[Cl:8][C:9]1[C:19]2[CH2:18][N:17]([C:20](=[O:28])[C:21]3[CH:26]=[CH:25][C:24]([Cl:27])=[CH:23][CH:22]=3)[CH2:16][C:15](=[O:29])[N:14]([CH2:30][C:31]3[CH:36]=[CH:35][C:34]([C:37]4[N:38]([CH3:42])[CH2:39][CH2:40][N:41]=4)=[CH:33][CH:32]=3)[C:13]=2[CH:12]=[CH:11][CH:10]=1.[C:43](=O)([O-])[O-].[K+].[K+].CI, predict the reaction product. The product is: [F:1][C:2]([F:7])([F:6])[C:3]([O-:5])=[O:4].[Cl:8][C:9]1[C:19]2[CH2:18][N:17]([C:20](=[O:28])[C:21]3[CH:22]=[CH:23][C:24]([Cl:27])=[CH:25][CH:26]=3)[CH2:16][C:15](=[O:29])[N:14]([CH2:30][C:31]3[CH:36]=[CH:35][C:34]([C:37]4[N:41]([CH3:43])[CH2:40][CH2:39][N+:38]=4[CH3:42])=[CH:33][CH:32]=3)[C:13]=2[CH:12]=[CH:11][CH:10]=1. (7) Given the reactants CCN(CC)CC.I[CH:9]1[CH2:14][CH2:13][O:12][CH2:11][CH2:10]1.[SH:15][C:16]1[CH:21]=[CH:20][C:19]([CH2:22][C:23]([O:25][CH2:26][CH3:27])=[O:24])=[CH:18][CH:17]=1, predict the reaction product. The product is: [O:12]1[CH2:13][CH2:14][CH:9]([S:15][C:16]2[CH:17]=[CH:18][C:19]([CH2:22][C:23]([O:25][CH2:26][CH3:27])=[O:24])=[CH:20][CH:21]=2)[CH2:10][CH2:11]1. (8) The product is: [CH:45]1([C@H:2]([NH:1][C:59]([C@@H:54]2[CH2:55][CH2:56][CH2:57][CH2:58][N:53]2[CH2:51][CH3:52])=[O:60])[C:3]([NH:5][C@@H:6]([C:41]([CH3:42])([CH3:44])[CH3:43])[C:7]([N:9]2[C@H:20]([C:21]([NH:23][C@:24]3([C:29](=[O:40])[NH:30][S:31]([C:34]4([CH2:37][CH2:38][CH3:39])[CH2:36][CH2:35]4)(=[O:32])=[O:33])[CH2:26][C@H:25]3[CH:27]=[CH2:28])=[O:22])[CH2:19][C@:11]3([C:16]([CH3:18])([CH3:17])[C:12]43[CH2:13][CH2:14][CH2:15]4)[CH2:10]2)=[O:8])=[O:4])[CH2:50][CH2:49][CH2:48][CH2:47][CH2:46]1. Given the reactants [NH2:1][C@@H:2]([CH:45]1[CH2:50][CH2:49][CH2:48][CH2:47][CH2:46]1)[C:3]([NH:5][C@@H:6]([C:41]([CH3:44])([CH3:43])[CH3:42])[C:7]([N:9]1[C@H:20]([C:21]([NH:23][C@:24]2([C:29](=[O:40])[NH:30][S:31]([C:34]3([CH2:37][CH2:38][CH3:39])[CH2:36][CH2:35]3)(=[O:33])=[O:32])[CH2:26][C@H:25]2[CH:27]=[CH2:28])=[O:22])[CH2:19][C@:11]2([C:16]([CH3:18])([CH3:17])[C:12]32[CH2:15][CH2:14][CH2:13]3)[CH2:10]1)=[O:8])=[O:4].[CH2:51]([N:53]1[CH2:58][CH2:57][CH2:56][CH2:55][C@H:54]1[C:59](O)=[O:60])[CH3:52].CN(C(ON1N=NC2C=CC=NC1=2)=[N+](C)C)C.F[P-](F)(F)(F)(F)F.CCN(C(C)C)C(C)C, predict the reaction product. (9) Given the reactants C(O[CH:4](OCC)[CH2:5][O:6][C:7]1[CH:12]=[CH:11][C:10]([O:13][CH3:14])=[CH:9][CH:8]=1)C.CCO, predict the reaction product. The product is: [CH3:14][O:13][C:10]1[CH:9]=[CH:8][C:7]2[O:6][CH:5]=[CH:4][C:12]=2[CH:11]=1. (10) The product is: [CH3:8][N:6]1[C:5](=[O:9])[C:4]([NH:10][C:11]2[CH:12]=[N:13][CH:14]=[CH:15][CH:16]=2)=[N:3][C:2]([B:20]([OH:21])[OH:19])=[CH:7]1. Given the reactants Br[C:2]1[N:3]=[C:4]([NH:10][C:11]2[CH:12]=[N:13][CH:14]=[CH:15][CH:16]=2)[C:5](=[O:9])[N:6]([CH3:8])[CH:7]=1.CC1(C)C(C)(C)[O:21][B:20](B2OC(C)(C)C(C)(C)O2)[O:19]1.C([O-])(=O)C.[K+], predict the reaction product.